From a dataset of CYP2D6 inhibition data for predicting drug metabolism from PubChem BioAssay. Regression/Classification. Given a drug SMILES string, predict its absorption, distribution, metabolism, or excretion properties. Task type varies by dataset: regression for continuous measurements (e.g., permeability, clearance, half-life) or binary classification for categorical outcomes (e.g., BBB penetration, CYP inhibition). Dataset: cyp2d6_veith. The result is 0 (non-inhibitor). The compound is COc1ccc2cc(C(=O)CCC(=O)O)ccc2c1.